The task is: Regression. Given two drug SMILES strings and cell line genomic features, predict the synergy score measuring deviation from expected non-interaction effect.. This data is from NCI-60 drug combinations with 297,098 pairs across 59 cell lines. Drug 1: CCC1=C2CN3C(=CC4=C(C3=O)COC(=O)C4(CC)O)C2=NC5=C1C=C(C=C5)O. Drug 2: CN(C(=O)NC(C=O)C(C(C(CO)O)O)O)N=O. Cell line: HCT-15. Synergy scores: CSS=17.2, Synergy_ZIP=-1.95, Synergy_Bliss=2.55, Synergy_Loewe=-31.5, Synergy_HSA=1.22.